This data is from CYP3A4 inhibition data for predicting drug metabolism from PubChem BioAssay. The task is: Regression/Classification. Given a drug SMILES string, predict its absorption, distribution, metabolism, or excretion properties. Task type varies by dataset: regression for continuous measurements (e.g., permeability, clearance, half-life) or binary classification for categorical outcomes (e.g., BBB penetration, CYP inhibition). Dataset: cyp3a4_veith. The result is 0 (non-inhibitor). The compound is CN(Cc1cc(C(C)(C)C)cc(Br)c1O)Cc1cc(C(C)(C)C)cc(Br)c1O.